This data is from Forward reaction prediction with 1.9M reactions from USPTO patents (1976-2016). The task is: Predict the product of the given reaction. (1) Given the reactants [CH2:1]([O:3][C:4]1[CH:5]=[C:6]([C:14]2[CH:19]=[C:18]([C:20]([F:23])([F:22])[F:21])[N:17]3[N:24]=[CH:25][C:26]([C:27]#[CH:28])=[C:16]3[N:15]=2)[CH:7]=[CH:8][C:9]=1[C:10]([F:13])([F:12])[F:11])[CH3:2].[NH2:29][C:30]1[CH:35]=[CH:34][C:33](Br)=[CH:32][N:31]=1, predict the reaction product. The product is: [CH2:1]([O:3][C:4]1[CH:5]=[C:6]([C:14]2[CH:19]=[C:18]([C:20]([F:21])([F:22])[F:23])[N:17]3[N:24]=[CH:25][C:26]([C:27]#[C:28][C:33]4[CH:34]=[CH:35][C:30]([NH2:29])=[N:31][CH:32]=4)=[C:16]3[N:15]=2)[CH:7]=[CH:8][C:9]=1[C:10]([F:13])([F:11])[F:12])[CH3:2]. (2) The product is: [NH2:1][C:2]1[CH:22]=[CH:21][C:5]([O:6][C:7]2[N:12]=[CH:11][N:10]=[C:9]([NH:13][C:14]([N:16]3[CH2:17][CH2:18][N:19]([CH3:24])[CH2:20]3)=[O:15])[CH:8]=2)=[C:4]([F:23])[CH:3]=1. Given the reactants [NH2:1][C:2]1[CH:22]=[CH:21][C:5]([O:6][C:7]2[N:12]=[CH:11][N:10]=[C:9]([NH:13][C:14]([NH:16][CH2:17][CH2:18][NH:19][CH3:20])=[O:15])[CH:8]=2)=[C:4]([F:23])[CH:3]=1.[CH2:24]=O, predict the reaction product. (3) Given the reactants [CH3:1][O:2][C:3](=[O:12])[C:4]1[CH:9]=[CH:8][C:7]([O:10][CH3:11])=[CH:6][CH:5]=1.[S:13]([Cl:17])(=O)(=[O:15])[OH:14], predict the reaction product. The product is: [Cl:17][S:13]([C:6]1[CH:5]=[C:4]([CH:9]=[CH:8][C:7]=1[O:10][CH3:11])[C:3]([O:2][CH3:1])=[O:12])(=[O:15])=[O:14]. (4) Given the reactants Br[C:2]1[C:10]2[C:9]([CH:11]=[O:12])=[C:8]([CH3:13])[CH:7]=[C:6]([CH3:14])[C:5]=2[N:4]([S:15]([C:18]2[CH:24]=[CH:23][C:21]([CH3:22])=[CH:20][CH:19]=2)(=[O:17])=[O:16])[CH:3]=1.[CH3:25][Si:26]([CH3:46])([CH3:45])[CH2:27][CH2:28][O:29][CH2:30][N:31]1[C:35](B2OC(C)(C)C(C)(C)O2)=[CH:34][CH:33]=[N:32]1.[O-]P([O-])([O-])=O.[K+].[K+].[K+].O, predict the reaction product. The product is: [CH3:13][C:8]1[CH:7]=[C:6]([CH3:14])[C:5]2[N:4]([S:15]([C:18]3[CH:19]=[CH:20][C:21]([CH3:22])=[CH:23][CH:24]=3)(=[O:17])=[O:16])[CH:3]=[C:2]([C:35]3[N:31]([CH2:30][O:29][CH2:28][CH2:27][Si:26]([CH3:46])([CH3:45])[CH3:25])[N:32]=[CH:33][CH:34]=3)[C:10]=2[C:9]=1[CH:11]=[O:12]. (5) Given the reactants [CH3:21][CH:22]([CH2:24][CH2:13][CH2:14][C@H:21]([C@@H:22]1[C@:23]2(C)[C@H:14]([C@H:13]3[C@H:24](CC2)[C@:22]2([CH3:23])C(C[C@H](C[CH2:21]2)O)=C[CH2:14]3)[CH2:13][CH2:24]1)C)[CH3:23], predict the reaction product. The product is: [CH3:23][C:22](=[CH:24][CH2:13][CH2:14]/[C:22](=[CH:21]/[CH2:14][CH2:23]/[C:22](=[CH:24]/[CH2:13][CH2:14]/[CH:13]=[C:14](/[CH2:14][CH2:13]/[CH:24]=[C:22](/[CH2:21][CH2:13][CH:24]=[C:22]([CH3:23])[CH3:21])\[CH3:23])\[CH3:13])/[CH3:21])/[CH3:24])[CH3:21]. (6) Given the reactants [Cl:1][C:2]1[CH:7]=[CH:6][C:5]([S:8]([NH:11][CH3:12])(=[O:10])=[O:9])=[CH:4][C:3]=1[N+:13]([O-])=O.[NH4+].[Cl-], predict the reaction product. The product is: [NH2:13][C:3]1[CH:4]=[C:5]([S:8]([NH:11][CH3:12])(=[O:9])=[O:10])[CH:6]=[CH:7][C:2]=1[Cl:1]. (7) Given the reactants [NH2:1][C:2]1[CH:3]=[C:4]([CH:10]=[CH:11][CH:12]=1)[CH2:5][CH2:6][C:7]([OH:9])=[O:8].[Cl:13][C:14]1[C:19]([Cl:20])=[CH:18][CH:17]=[CH:16][C:15]=1[N:21]=[C:22]=[O:23], predict the reaction product. The product is: [C:7]([CH2:6][CH2:5][C:4]1[CH:3]=[C:2]([NH:1][C:22]([NH:21][C:15]2[CH:16]=[CH:17][CH:18]=[C:19]([Cl:20])[C:14]=2[Cl:13])=[O:23])[CH:12]=[CH:11][CH:10]=1)([OH:9])=[O:8]. (8) Given the reactants Br[CH2:2][C:3]1[CH:10]=[CH:9][C:6]([CH:7]=[O:8])=[CH:5][CH:4]=1.BrCC1C=C(C=CC=1)C=O.[C:21]([O-:24])(=[S:23])[CH3:22].[K+].O, predict the reaction product. The product is: [C:21]([S:23][CH2:2][C:3]1[CH:10]=[CH:9][C:6]([CH:7]=[O:8])=[CH:5][CH:4]=1)(=[O:24])[CH3:22]. (9) The product is: [CH2:13]([O:15][C:16]([C:18]1([NH:29][C:4](=[O:6])[C:3]2[CH:7]=[CH:8][CH:9]=[C:10]([CH3:11])[C:2]=2[I:1])[CH2:26][C:25]2[C:20](=[CH:21][CH:22]=[C:23]([F:28])[C:24]=2[F:27])[CH2:19]1)=[O:17])[CH3:14]. Given the reactants [I:1][C:2]1[C:10]([CH3:11])=[CH:9][CH:8]=[CH:7][C:3]=1[C:4]([OH:6])=O.Cl.[CH2:13]([O:15][C:16]([C:18]1([NH2:29])[CH2:26][C:25]2[C:20](=[CH:21][CH:22]=[C:23]([F:28])[C:24]=2[F:27])[CH2:19]1)=[O:17])[CH3:14].CN(C(ON1N=NC2C=CC=NC1=2)=[N+](C)C)C.F[P-](F)(F)(F)(F)F.CCN(C(C)C)C(C)C, predict the reaction product.